The task is: Predict the reaction yield, written as a fraction of the theoretical maximum amount of product (1.0 means a 100% yield; for example, 0.34 means a 34% yield).. This data is from Reaction yield outcomes from USPTO patents with 853,638 reactions. (1) The reactants are [N+:1]([C:4]1[CH:12]=[CH:11][CH:10]=[C:9]2[C:5]=1[CH2:6][NH:7][C:8]2=[O:13])([O-])=O.C([O-])=O.[NH4+]. The catalyst is CO.[Pd]. The product is [NH2:1][C:4]1[CH:12]=[CH:11][CH:10]=[C:9]2[C:5]=1[CH2:6][NH:7][C:8]2=[O:13]. The yield is 0.920. (2) The reactants are [NH2:1][C:2]1[C:6]([Br:7])=[C:5]([C:8]2[CH:13]=[CH:12][CH:11]=[CH:10][CH:9]=2)[S:4][C:3]=1[C:14]([O:16]C)=O.[Cl:18][CH2:19][C:20]#[N:21]. The catalyst is Cl.O1CCOCC1. The product is [Br:7][C:6]1[C:2]2[N:1]=[C:20]([CH2:19][Cl:18])[NH:21][C:14](=[O:16])[C:3]=2[S:4][C:5]=1[C:8]1[CH:9]=[CH:10][CH:11]=[CH:12][CH:13]=1. The yield is 0.590. (3) The reactants are [OH:1][C:2]1[CH:3]=[C:4]2[C:8](=[CH:9][CH:10]=1)[C@H:7]([CH2:11][C:12]([O:14][CH2:15][CH3:16])=[O:13])[CH2:6][CH2:5]2.O.[Br:18][CH2:19][CH2:20][CH2:21]Br.C([O-])([O-])=O.[Cs+].[Cs+]. The catalyst is CN(C=O)C. The product is [Br:18][CH2:19][CH2:20][CH2:21][O:1][C:2]1[CH:3]=[C:4]2[C:8](=[CH:9][CH:10]=1)[C@H:7]([CH2:11][C:12]([O:14][CH2:15][CH3:16])=[O:13])[CH2:6][CH2:5]2. The yield is 0.600. (4) The reactants are [H-].[Al+3].[Li+].[H-].[H-].[H-].[CH2:7]([C:9]1[C:17]2[N:16]3[C@H:18]([CH3:23])[CH2:19][NH:20][C:21](=O)[C:15]3=[CH:14][C:13]=2[CH:12]=[CH:11][CH:10]=1)[CH3:8]. The catalyst is O1CCCC1. The product is [CH2:7]([C:9]1[C:17]2[N:16]3[C@H:18]([CH3:23])[CH2:19][NH:20][CH2:21][C:15]3=[CH:14][C:13]=2[CH:12]=[CH:11][CH:10]=1)[CH3:8]. The yield is 1.00.